From a dataset of Full USPTO retrosynthesis dataset with 1.9M reactions from patents (1976-2016). Predict the reactants needed to synthesize the given product. (1) Given the product [CH2:1]([O:3][C:4](=[O:13])[CH2:5][CH:6]1[O:22][CH:7]1[CH2:8][CH2:9][CH2:10][CH2:11][CH3:12])[CH3:2], predict the reactants needed to synthesize it. The reactants are: [CH2:1]([O:3][C:4](=[O:13])[CH2:5][CH:6]=[CH:7][CH2:8][CH2:9][CH2:10][CH2:11][CH3:12])[CH3:2].ClC1C=CC=C(C(OO)=[O:22])C=1. (2) The reactants are: [Si:1]([O:18][CH2:19][CH:20]1[CH2:25][CH2:24][NH:23][CH2:22][CH2:21]1)([C:14]([CH3:17])([CH3:16])[CH3:15])([C:8]1[CH:13]=[CH:12][CH:11]=[CH:10][CH:9]=1)[C:2]1[CH:7]=[CH:6][CH:5]=[CH:4][CH:3]=1.[C:26]([O:29][CH2:30][C:31](Cl)=[O:32])(=[O:28])[CH3:27].C(N(CC)CC)C. Given the product [C:26]([O:29][CH2:30][C:31]([N:23]1[CH2:24][CH2:25][CH:20]([CH2:19][O:18][Si:1]([C:14]([CH3:17])([CH3:15])[CH3:16])([C:2]2[CH:3]=[CH:4][CH:5]=[CH:6][CH:7]=2)[C:8]2[CH:13]=[CH:12][CH:11]=[CH:10][CH:9]=2)[CH2:21][CH2:22]1)=[O:32])(=[O:28])[CH3:27], predict the reactants needed to synthesize it. (3) Given the product [F:2][C:3]([F:16])([F:15])[C:4]1[CH:5]=[C:6]([C:18]([OH:19])([CH3:20])[CH3:17])[CH:7]=[C:8]([C:10]([F:13])([F:12])[F:11])[CH:9]=1, predict the reactants needed to synthesize it. The reactants are: [Mg].[F:2][C:3]([F:16])([F:15])[C:4]1[CH:5]=[C:6](Br)[CH:7]=[C:8]([C:10]([F:13])([F:12])[F:11])[CH:9]=1.[CH3:17][C:18]([CH3:20])=[O:19].[Cl-].[NH4+]. (4) The reactants are: [F:1][C:2]1[CH:7]=[C:6]([C:8]2[CH:12]=[C:11]([CH2:13][NH:14][C:15]3[CH:19]=[CH:18][O:17][N:16]=3)[O:10][N:9]=2)[CH:5]=[CH:4][C:3]=1[N:20]1[CH:24]=[CH:23][C:22]([CH:25]=[N:26]O)=[CH:21]1.C1(P(C2C=CC=CC=2)C2C=CC=CC=2)C=CC=CC=1. Given the product [F:1][C:2]1[CH:7]=[C:6]([C:8]2[CH:12]=[C:11]([CH2:13][NH:14][C:15]3[CH:19]=[CH:18][O:17][N:16]=3)[O:10][N:9]=2)[CH:5]=[CH:4][C:3]=1[N:20]1[CH:24]=[CH:23][C:22]([C:25]#[N:26])=[CH:21]1, predict the reactants needed to synthesize it. (5) Given the product [NH2:8][C:2]1([CH3:1])[CH2:7][CH2:6][N:5]([C:10]2[NH:11][CH2:12][C:13]3[N:19]=[C:18]([Cl:20])[N:17]=[C:16]([NH:21][C:22]4[CH:27]=[CH:26][C:25]([F:28])=[C:24]([Cl:29])[CH:23]=4)[C:14]=3[N:15]=2)[CH2:4][CH2:3]1, predict the reactants needed to synthesize it. The reactants are: [CH3:1][C:2]1([NH2:8])[CH2:7][CH2:6][NH:5][CH2:4][CH2:3]1.Cl[C:10]1[N:11](C(=O)C)[CH2:12][C:13]2[N:19]=[C:18]([Cl:20])[N:17]=[C:16]([NH:21][C:22]3[CH:27]=[CH:26][C:25]([F:28])=[C:24]([Cl:29])[CH:23]=3)[C:14]=2[N:15]=1.[OH-].[Na+].